Dataset: Catalyst prediction with 721,799 reactions and 888 catalyst types from USPTO. Task: Predict which catalyst facilitates the given reaction. (1) Reactant: Cl.[S:2]1[C:6]([NH2:7])=[N:5][CH:4]=[N:3]1.[O:8]=[C:9]1[CH2:14][N:13]([C:15](=[O:20])[C:16]([F:19])([F:18])[F:17])[CH2:12][CH2:11][N:10]1[C:21]1[CH:26]=[CH:25][C:24]([S:27](Cl)(=[O:29])=[O:28])=[CH:23][CH:22]=1. Product: [O:8]=[C:9]1[CH2:14][N:13]([C:15](=[O:20])[C:16]([F:18])([F:17])[F:19])[CH2:12][CH2:11][N:10]1[C:21]1[CH:22]=[CH:23][C:24]([S:27]([NH:7][C:6]2[S:2][N:3]=[CH:4][N:5]=2)(=[O:29])=[O:28])=[CH:25][CH:26]=1. The catalyst class is: 17. (2) Reactant: [Cl:1][C:2]1[C:7]([C:8]([F:11])([F:10])[F:9])=[CH:6][CH:5]=[CH:4][C:3]=1[NH:12]C(=O)OC(C)(C)C.Cl.C(OCC)C. Product: [Cl:1][C:2]1[C:7]([C:8]([F:9])([F:10])[F:11])=[CH:6][CH:5]=[CH:4][C:3]=1[NH2:12]. The catalyst class is: 27. (3) Reactant: [C:1]([NH:8][C@@H:9]([C:13]([OH:15])=O)[CH:10]([CH3:12])[CH3:11])([O:3][C:4]([CH3:7])([CH3:6])[CH3:5])=[O:2].[CH3:16][C:17]1([CH3:25])[O:24][C:22](=[O:23])[CH2:21][C:19](=[O:20])[O:18]1. Product: [C:4]([O:3][C:1](=[O:2])[NH:8][C@@H:9]([C:13]([CH:21]1[C:22](=[O:23])[O:24][C:17]([CH3:25])([CH3:16])[O:18][C:19]1=[O:20])=[O:15])[CH:10]([CH3:11])[CH3:12])([CH3:5])([CH3:6])[CH3:7]. The catalyst class is: 4. (4) Reactant: [CH3:1][C@@H:2]([CH2:24][CH3:25])[C@H:3]([N:11]1[CH2:15][CH2:14][N:13]([CH2:16][C:17]2[N:18]=[C:19]([CH3:22])[S:20][CH:21]=2)[C:12]1=[O:23])[C:4]([O:6]C(C)(C)C)=[O:5].[F:26][C:27]([F:32])([F:31])[C:28]([OH:30])=[O:29]. Product: [CH3:1][C@@H:2]([CH2:24][CH3:25])[C@H:3]([N:11]1[CH2:15][CH2:14][N:13]([CH2:16][C:17]2[N:18]=[C:19]([CH3:22])[S:20][CH:21]=2)[C:12]1=[O:23])[C:4]([OH:6])=[O:5].[F:26][C:27]([F:32])([F:31])[C:28]([OH:30])=[O:29]. The catalyst class is: 4. (5) Reactant: [C:1]([C@@H:3]1[CH2:7][CH2:6][N:5]([C:8]([O:10][C:11]([CH3:14])([CH3:13])[CH3:12])=[O:9])[CH2:4]1)#[N:2].CCN(CC)CC.[H][H]. Product: [NH2:2][CH2:1][C@@H:3]1[CH2:7][CH2:6][N:5]([C:8]([O:10][C:11]([CH3:14])([CH3:13])[CH3:12])=[O:9])[CH2:4]1. The catalyst class is: 470. (6) Reactant: [Li+].C[Si]([N-][Si](C)(C)C)(C)C.[CH3:11][O:12][CH:13]([O:39][CH3:40])[C:14]1[N:23]=[C:22]2[C:17]([CH2:18][CH2:19][CH2:20][N:21]2[C:24](OC2C=CC=CC=2)=[O:25])=[CH:16][C:15]=1[CH:33]1[CH2:38][CH2:37][O:36][CH2:35][CH2:34]1.[NH2:41][C:42]1[CH:49]=[C:48]([NH:50][CH2:51][CH2:52][O:53][CH3:54])[C:45]([C:46]#[N:47])=[CH:44][N:43]=1.[NH4+].[Cl-]. Product: [C:46]([C:45]1[C:48]([NH:50][CH2:51][CH2:52][O:53][CH3:54])=[CH:49][C:42]([NH:41][C:24]([N:21]2[C:22]3[C:17](=[CH:16][C:15]([CH:33]4[CH2:34][CH2:35][O:36][CH2:37][CH2:38]4)=[C:14]([CH:13]([O:39][CH3:40])[O:12][CH3:11])[N:23]=3)[CH2:18][CH2:19][CH2:20]2)=[O:25])=[N:43][CH:44]=1)#[N:47]. The catalyst class is: 1. (7) Reactant: [O:1]=[C:2]1[CH2:8][C@@H:7]2[N:9]([C:10]([O:12][C:13]([CH3:16])([CH3:15])[CH3:14])=[O:11])[C@@H:4]([CH2:5][CH2:6]2)[CH:3]1[C:17]([O:19][CH3:20])=[O:18].[BH4-].[Na+]. Product: [OH:1][CH:2]1[CH2:8][C@@H:7]2[N:9]([C:10]([O:12][C:13]([CH3:14])([CH3:15])[CH3:16])=[O:11])[C@@H:4]([CH2:5][CH2:6]2)[CH:3]1[C:17]([O:19][CH3:20])=[O:18]. The catalyst class is: 5. (8) Reactant: Cl[C:2]1[N:3]=[C:4]([O:29][CH:30]2[CH2:32][CH2:31]2)[C:5]2[C:10]([C:11]3[CH:20]=[CH:19][C:14]4[N:15]=[C:16]([CH3:18])[O:17][C:13]=4[CH:12]=3)=[CH:9][N:8]([CH2:21][O:22][CH2:23][CH2:24][Si:25]([CH3:28])([CH3:27])[CH3:26])[C:6]=2[N:7]=1.[NH2:33][C:34]1[CH:43]=[CH:42][C:37]([C:38]([NH:40][CH3:41])=[O:39])=[CH:36][C:35]=1[O:44][CH3:45].C(=O)([O-])[O-].[K+].[K+].CC1(C)C2C=CC=C(P(C3C=CC=CC=3)C3C=CC=CC=3)C=2OC2C1=CC=CC=2P(C1C=CC=CC=1)C1C=CC=CC=1. Product: [CH:30]1([O:29][C:4]2[C:5]3[C:10]([C:11]4[CH:20]=[CH:19][C:14]5[N:15]=[C:16]([CH3:18])[O:17][C:13]=5[CH:12]=4)=[CH:9][N:8]([CH2:21][O:22][CH2:23][CH2:24][Si:25]([CH3:28])([CH3:27])[CH3:26])[C:6]=3[N:7]=[C:2]([NH:33][C:34]3[CH:43]=[CH:42][C:37]([C:38]([NH:40][CH3:41])=[O:39])=[CH:36][C:35]=3[O:44][CH3:45])[N:3]=2)[CH2:32][CH2:31]1. The catalyst class is: 62. (9) Product: [CH2:25]([O:24][C:13]1[CH:14]=[C:15]([C:17]([OH:19])=[O:18])[CH:16]=[C:11]([O:10][CH2:8][CH3:9])[C:12]=1[C:27]1[CH:28]=[CH:29][C:30]([C:33]([O:35][CH3:36])=[O:34])=[CH:31][CH:32]=1)[CH3:26]. The catalyst class is: 22. Reactant: C(O)(C(F)(F)F)=O.[CH2:8]([O:10][C:11]1[CH:16]=[C:15]([C:17]([O:19]C(C)(C)C)=[O:18])[CH:14]=[C:13]([O:24][CH2:25][CH3:26])[C:12]=1[C:27]1[CH:32]=[CH:31][C:30]([C:33]([O:35][CH3:36])=[O:34])=[CH:29][CH:28]=1)[CH3:9].